Dataset: Peptide-MHC class I binding affinity with 185,985 pairs from IEDB/IMGT. Task: Regression. Given a peptide amino acid sequence and an MHC pseudo amino acid sequence, predict their binding affinity value. This is MHC class I binding data. (1) The binding affinity (normalized) is 0.445. The peptide sequence is KAYHIIFFV. The MHC is HLA-A30:01 with pseudo-sequence HLA-A30:01. (2) The peptide sequence is NLEELTTVFI. The MHC is HLA-A68:02 with pseudo-sequence HLA-A68:02. The binding affinity (normalized) is 0.337. (3) The peptide sequence is PTDPVELAV. The MHC is HLA-A23:01 with pseudo-sequence HLA-A23:01. The binding affinity (normalized) is 0. (4) The peptide sequence is PTKCGENLY. The MHC is HLA-B07:02 with pseudo-sequence HLA-B07:02. The binding affinity (normalized) is 0.0847. (5) The binding affinity (normalized) is 0.520. The peptide sequence is TTYKLNVGDY. The MHC is HLA-A01:01 with pseudo-sequence HLA-A01:01. (6) The peptide sequence is RDVLGTFDT. The MHC is HLA-B40:01 with pseudo-sequence HLA-B40:01. The binding affinity (normalized) is 0. (7) The peptide sequence is TTLLFVVM. The MHC is H-2-Kb with pseudo-sequence H-2-Kb. The binding affinity (normalized) is 0.491.